From a dataset of Forward reaction prediction with 1.9M reactions from USPTO patents (1976-2016). Predict the product of the given reaction. (1) Given the reactants [F:1][C:2]([F:7])([F:6])[CH:3]1[O:5][CH2:4]1.C([Li])CCC.[Cl:13][C:14]1[CH:25]=[CH:24][C:17]([C:18](N(OC)C)=[O:19])=[C:16]([O:26][CH3:27])[C:15]=1[F:28].C(OCC)C, predict the reaction product. The product is: [Cl:13][C:14]1[CH:25]=[CH:24][C:17]([C:18]([C:3]2([C:2]([F:7])([F:6])[F:1])[CH2:4][O:5]2)=[O:19])=[C:16]([O:26][CH3:27])[C:15]=1[F:28]. (2) Given the reactants [F:1][C:2]([F:37])([F:36])[O:3][C:4]1[CH:9]=[CH:8][C:7]([C:10]2[O:14][N:13]=[C:12]([CH:15]3[CH2:18][C:17]4([CH2:23][CH2:22][N:21]([C:24]([O:26]C5C=CC([N+]([O-])=O)=CC=5)=O)[CH2:20][CH2:19]4)[CH2:16]3)[N:11]=2)=[CH:6][CH:5]=1.[CH3:38][N:39]1[C:43]([NH2:44])=[N:42][N:41]=[N:40]1, predict the reaction product. The product is: [CH3:38][N:39]1[C:43]([NH:44][C:24]([N:21]2[CH2:22][CH2:23][C:17]3([CH2:16][CH:15]([C:12]4[N:11]=[C:10]([C:7]5[CH:8]=[CH:9][C:4]([O:3][C:2]([F:37])([F:36])[F:1])=[CH:5][CH:6]=5)[O:14][N:13]=4)[CH2:18]3)[CH2:19][CH2:20]2)=[O:26])=[N:42][N:41]=[N:40]1.